This data is from Forward reaction prediction with 1.9M reactions from USPTO patents (1976-2016). The task is: Predict the product of the given reaction. (1) The product is: [CH3:1][C@H:2]1[C@@H:27]2[O:28][C@@:26]2([CH3:29])[C@@H:25]([O:30][C:31]([C@@H:33]([N:35]([C:37]([CH2:39][CH2:40][S:41][CH:62]2[C:63](=[O:64])[N:58]([CH2:57][CH:56]3[CH2:55][CH2:54][CH:53]([C:65]([O:67][N:68]4[C:73](=[O:74])[CH2:72][CH2:71][C:69]4=[O:70])=[O:66])[CH2:52][CH2:51]3)[C:59](=[O:60])[CH2:61]2)=[O:38])[CH3:36])[CH3:34])=[O:32])[CH2:24][C:22](=[O:23])[N:21]([CH3:42])[C:14]2=[C:15]([Cl:20])[C:16]([O:18][CH3:19])=[CH:17][C:12](=[CH:13]2)[CH2:11][C:10]([CH3:43])=[CH:9][CH:8]=[CH:7][C@@H:6]([O:44][CH3:45])[C@:5]2([OH:50])[NH:46][C:47]([O:49][C@H:3]1[CH2:4]2)=[O:48]. Given the reactants [CH3:1][C@H:2]1[C@@H:27]2[O:28][C@@:26]2([CH3:29])[C@@H:25]([O:30][C:31]([C@@H:33]([N:35]([C:37]([CH2:39][CH2:40][SH:41])=[O:38])[CH3:36])[CH3:34])=[O:32])[CH2:24][C:22](=[O:23])[N:21]([CH3:42])[C:14]2=[C:15]([Cl:20])[C:16]([O:18][CH3:19])=[CH:17][C:12](=[CH:13]2)[CH2:11][C:10]([CH3:43])=[CH:9][CH:8]=[CH:7][C@@H:6]([O:44][CH3:45])[C@:5]2([OH:50])[NH:46][C:47]([O:49][C@H:3]1[CH2:4]2)=[O:48].[CH2:51]1[CH:56]([CH2:57][N:58]2[C:63](=[O:64])[CH:62]=[CH:61][C:59]2=[O:60])[CH2:55][CH2:54][CH:53]([C:65]([O:67][N:68]2[C:73](=[O:74])[CH2:72][CH2:71][C:69]2=[O:70])=[O:66])[CH2:52]1.P([O-])([O-])([O-])=O.P([O-])([O-])([O-])=O.[K+].[K+].[K+].C(N(CC(O)=O)CC(O)=O)CN(CC(O)=O)CC(O)=O, predict the reaction product. (2) Given the reactants [N:1]1([C:7]([CH:9]=[CH:10][C:11]2[CH:16]=[CH:15][C:14]([C:17]3[CH:22]=[CH:21][C:20]([O:23][CH2:24][CH2:25][CH2:26][N:27]4[CH2:32][CH2:31][CH2:30][CH2:29][CH2:28]4)=[CH:19][CH:18]=3)=[CH:13][CH:12]=2)=O)[CH2:6][CH2:5][CH2:4][CH2:3][CH2:2]1.[H-].[Al+3].[Li+].[H-].[H-].[H-], predict the reaction product. The product is: [N:1]1([CH2:7][CH:9]=[CH:10][C:11]2[CH:16]=[CH:15][C:14]([C:17]3[CH:18]=[CH:19][C:20]([O:23][CH2:24][CH2:25][CH2:26][N:27]4[CH2:28][CH2:29][CH2:30][CH2:31][CH2:32]4)=[CH:21][CH:22]=3)=[CH:13][CH:12]=2)[CH2:2][CH2:3][CH2:4][CH2:5][CH2:6]1. (3) Given the reactants [F:1][C:2]([F:25])([F:24])[C:3]1[CH:8]=[CH:7][CH:6]=[CH:5][C:4]=1[CH2:9][NH:10][CH:11]1[CH2:16][CH2:15][N:14]([C:17]([O:19][C:20]([CH3:23])([CH3:22])[CH3:21])=[O:18])[CH2:13][CH2:12]1.C(N(CC)CC)C.[F:33][C:34]([F:45])([F:44])[C:35](O[C:35](=[O:36])[C:34]([F:45])([F:44])[F:33])=[O:36], predict the reaction product. The product is: [F:25][C:2]([F:24])([F:1])[C:3]1[CH:8]=[CH:7][CH:6]=[CH:5][C:4]=1[CH2:9][N:10]([C:35](=[O:36])[C:34]([F:45])([F:44])[F:33])[CH:11]1[CH2:12][CH2:13][N:14]([C:17]([O:19][C:20]([CH3:22])([CH3:21])[CH3:23])=[O:18])[CH2:15][CH2:16]1.